Dataset: Peptide-MHC class II binding affinity with 134,281 pairs from IEDB. Task: Regression. Given a peptide amino acid sequence and an MHC pseudo amino acid sequence, predict their binding affinity value. This is MHC class II binding data. (1) The peptide sequence is SQDLELSWNENGLQAY. The MHC is HLA-DQA10101-DQB10501 with pseudo-sequence HLA-DQA10101-DQB10501. The binding affinity (normalized) is 0.566. (2) The peptide sequence is NTLYLQMNSLRAEDT. The MHC is DRB1_0802 with pseudo-sequence DRB1_0802. The binding affinity (normalized) is 0.194. (3) The peptide sequence is KRFFLPVFSDEVLAG. The MHC is DRB1_0701 with pseudo-sequence DRB1_0701. The binding affinity (normalized) is 0.896. (4) The peptide sequence is LLKYRAREPVTKAEMLGSVVGNWQ. The MHC is DRB1_0101 with pseudo-sequence DRB1_0101. The binding affinity (normalized) is 0.763.